The task is: Regression/Classification. Given a drug SMILES string, predict its absorption, distribution, metabolism, or excretion properties. Task type varies by dataset: regression for continuous measurements (e.g., permeability, clearance, half-life) or binary classification for categorical outcomes (e.g., BBB penetration, CYP inhibition). For this dataset (lipophilicity_astrazeneca), we predict Y.. This data is from Experimental lipophilicity measurements (octanol/water distribution) for 4,200 compounds from AstraZeneca. (1) The molecule is CN1CCC[C@@H]1CCO[C@](C)(c1ccccc1)c1ccc(Cl)cc1. The Y is 3.48 logD. (2) The molecule is CCc1cccc(CC)c1NC(=O)N1Cc2[nH]nc(NC(=O)c3ccc(N4CCN(C)CC4)cc3)c2C1. The Y is 3.31 logD. (3) The compound is CC1COc2c(N3CCN(C)CC3)c(F)cc3c(=O)c(C(=O)O)cn1c23. The Y is -0.450 logD. (4) The molecule is Cc1cc(C)nc(N)c1. The Y is 0.850 logD. (5) The drug is Cc1[nH]c2nc(NCc3ccc(Cl)cc3)nn2c(=O)c1Cc1ccccc1. The Y is 3.70 logD.